Dataset: Full USPTO retrosynthesis dataset with 1.9M reactions from patents (1976-2016). Task: Predict the reactants needed to synthesize the given product. (1) Given the product [CH3:18][O:17][C:14]1[CH:15]=[CH:16][C:11]([CH2:10][N:9]2[C:8](=[O:19])[CH2:7][O:41][C:5]3[CH:20]=[CH:21][C:2]([N:28]4[CH2:27][CH:26]5[CH2:29][CH2:30][N:31]([C:33]([O:35][C:36]([CH3:39])([CH3:38])[CH3:37])=[O:34])[CH2:32][CH:25]5[O:24][C:23]4=[O:22])=[CH:3][C:4]2=3)=[CH:12][CH:13]=1, predict the reactants needed to synthesize it. The reactants are: I[C:2]1[CH:21]=[CH:20][C:5]2S[CH2:7][C:8](=[O:19])[N:9]([CH2:10][C:11]3[CH:16]=[CH:15][C:14]([O:17][CH3:18])=[CH:13][CH:12]=3)[C:4]=2[CH:3]=1.[O:22]=[C:23]1[NH:28][CH2:27][CH:26]2[CH2:29][CH2:30][N:31]([C:33]([O:35][C:36]([CH3:39])([CH3:38])[CH3:37])=[O:34])[CH2:32][CH:25]2[O:24]1.C(=O)([O-])[O-:41].[K+].[K+].CN[C@@H]1CCCC[C@H]1NC. (2) Given the product [CH3:12][C:11]1[C:2]([CH3:1])=[CH:3][C:4]2[NH:8][C:7]([S:9][CH2:15][C:16]3[CH:22]=[CH:21][CH:20]=[CH:19][C:17]=3[NH2:18])=[N:6][C:5]=2[CH:10]=1, predict the reactants needed to synthesize it. The reactants are: [CH3:1][C:2]1[C:11]([CH3:12])=[CH:10][C:5]2[N:6]=[C:7]([SH:9])[NH:8][C:4]=2[CH:3]=1.Cl.Cl[CH2:15][C:16]1[CH:22]=[CH:21][CH:20]=[CH:19][C:17]=1[NH2:18]. (3) The reactants are: Br[CH2:2][C:3]([O:5][CH3:6])=[O:4].[F:7][C:8]1[CH:13]=[CH:12][C:11]([C:14]2[N:15]=[C:16]([C:19]3[CH:24]=[CH:23][CH:22]=[CH:21][CH:20]=3)[NH:17][CH:18]=2)=[CH:10][C:9]=1[CH3:25].C(=O)([O-])[O-].[K+].[K+]. Given the product [CH3:6][O:5][C:3](=[O:4])[CH2:2][N:17]1[CH:18]=[C:14]([C:11]2[CH:12]=[CH:13][C:8]([F:7])=[C:9]([CH3:25])[CH:10]=2)[N:15]=[C:16]1[C:19]1[CH:20]=[CH:21][CH:22]=[CH:23][CH:24]=1, predict the reactants needed to synthesize it.